This data is from Full USPTO retrosynthesis dataset with 1.9M reactions from patents (1976-2016). The task is: Predict the reactants needed to synthesize the given product. (1) Given the product [C:1]([O:5][C:6]([NH:8][C@H:9]([CH2:10][OH:11])[CH2:13][CH2:14][CH2:15][C:16]([O:18][CH3:19])=[O:17])=[O:7])([CH3:2])([CH3:4])[CH3:3], predict the reactants needed to synthesize it. The reactants are: [C:1]([O:5][C:6]([NH:8][C@@H:9]([CH2:13][CH2:14][CH2:15][C:16]([O:18][CH3:19])=[O:17])[C:10](O)=[O:11])=[O:7])([CH3:4])([CH3:3])[CH3:2].CCN(CC)CC.ClC(OCC(C)C)=O.[BH4-].[Na+]. (2) Given the product [F:55][C:2]([F:1])([F:54])[C:3]1[CH:4]=[C:5]([CH:47]=[C:48]([C:50]([F:52])([F:53])[F:51])[CH:49]=1)[CH2:6][N:7]([CH2:25][C:26]1[C:27]([C:36]2[CH:41]=[C:40]([CH:42]([CH3:44])[CH3:43])[CH:39]=[CH:38][C:37]=2[O:45][CH3:46])=[N:28][C:29]2[C:34]([CH:35]=1)=[CH:33][CH:32]=[CH:31][CH:30]=2)[C:8]1[N:13]=[CH:12][C:11]([N:14]2[CH2:19][CH2:18][CH:17]([C:20]([OH:22])=[O:21])[CH2:16][CH2:15]2)=[CH:10][N:9]=1, predict the reactants needed to synthesize it. The reactants are: [F:1][C:2]([F:55])([F:54])[C:3]1[CH:4]=[C:5]([CH:47]=[C:48]([C:50]([F:53])([F:52])[F:51])[CH:49]=1)[CH2:6][N:7]([CH2:25][C:26]1[C:27]([C:36]2[CH:41]=[C:40]([CH:42]([CH3:44])[CH3:43])[CH:39]=[CH:38][C:37]=2[O:45][CH3:46])=[N:28][C:29]2[C:34]([CH:35]=1)=[CH:33][CH:32]=[CH:31][CH:30]=2)[C:8]1[N:13]=[CH:12][C:11]([N:14]2[CH2:19][CH2:18][CH:17]([C:20]([O:22]CC)=[O:21])[CH2:16][CH2:15]2)=[CH:10][N:9]=1.[OH-].[Na+].C(OCC)C.Cl. (3) Given the product [Cl:1][C:2]1[CH:7]=[C:6](/[C:8](=[N:36]/[OH:37])/[CH2:9][C@H:10]([C:18]2[CH:23]=[CH:22][C:21]([C:24]3[CH:29]=[CH:28][C:27]([C:30]([OH:32])=[O:31])=[CH:26][CH:25]=3)=[CH:20][CH:19]=2)[C:11]2[CH:16]=[CH:15][CH:14]=[CH:13][C:12]=2[CH3:17])[C:5]([F:34])=[CH:4][N:3]=1, predict the reactants needed to synthesize it. The reactants are: [Cl:1][C:2]1[CH:7]=[C:6]([C:8](=O)[CH2:9][C@H:10]([C:18]2[CH:23]=[CH:22][C:21]([C:24]3[CH:29]=[CH:28][C:27]([C:30]([OH:32])=[O:31])=[CH:26][CH:25]=3)=[CH:20][CH:19]=2)[C:11]2[CH:16]=[CH:15][CH:14]=[CH:13][C:12]=2[CH3:17])[C:5]([F:34])=[CH:4][N:3]=1.Cl.[NH2:36][OH:37].C(=O)([O-])O.[Na+]. (4) Given the product [C:6]([O-:15])(=[O:14])[C:7]1[C:8](=[CH:10][CH:11]=[CH:12][CH:13]=1)[OH:9].[Sr+2:5].[C:6]([O-:15])(=[O:14])[C:7]1[C:8](=[CH:10][CH:11]=[CH:12][CH:13]=1)[OH:9], predict the reactants needed to synthesize it. The reactants are: C(=O)([O-])[O-].[Sr+2:5].[C:6]([OH:15])(=[O:14])[C:7]1[C:8](=[CH:10][CH:11]=[CH:12][CH:13]=1)[OH:9]. (5) Given the product [CH:9]1([C:17]([OH:19])=[O:18])[CH:10]2[CH:15]([CH2:14][CH2:13][CH2:12][CH2:11]2)[CH2:16][NH:8]1, predict the reactants needed to synthesize it. The reactants are: C([N:8]1[CH2:16][CH:15]2[CH:10]([CH2:11][CH2:12][CH2:13][CH2:14]2)[CH:9]1[C:17]([OH:19])=[O:18])(OC(C)(C)C)=O. (6) Given the product [CH3:15][C:16]1[CH:22]=[CH:21][C:19]([NH:20][CH2:4][CH2:5][CH2:6][CH2:7][CH2:8][CH2:9][C:10]([O:12][CH2:13][CH3:14])=[O:11])=[CH:18][C:17]=1[C:23]([F:24])([F:25])[F:26], predict the reactants needed to synthesize it. The reactants are: N#N.Br[CH2:4][CH2:5][CH2:6][CH2:7][CH2:8][CH2:9][C:10]([O:12][CH2:13][CH3:14])=[O:11].[CH3:15][C:16]1[CH:22]=[CH:21][C:19]([NH2:20])=[CH:18][C:17]=1[C:23]([F:26])([F:25])[F:24].CCN(C(C)C)C(C)C. (7) The reactants are: [C:1](Cl)(=[O:6])[C:2]([CH3:5])([CH3:4])[CH3:3].[Cl:8][C:9]1[CH:16]=[CH:15][C:12]([CH2:13][NH2:14])=[CH:11][C:10]=1[N+:17]([O-:19])=[O:18]. Given the product [Cl:8][C:9]1[CH:16]=[CH:15][C:12]([CH2:13][NH:14][C:1](=[O:6])[C:2]([CH3:5])([CH3:4])[CH3:3])=[CH:11][C:10]=1[N+:17]([O-:19])=[O:18], predict the reactants needed to synthesize it. (8) Given the product [CH3:4][CH2:3][CH2:2][CH2:1][C:5]1[N:9]([CH2:10][C:11]2[CH:16]=[CH:15][C:14]([C:17]3[CH:22]=[CH:21][CH:20]=[CH:19][C:18]=3[C:23]3[N:27]=[N:26][N-:25][N:24]=3)=[CH:13][CH:12]=2)[C:8]([CH2:28][OH:29])=[C:7]([Cl:30])[N:6]=1.[K+:32], predict the reactants needed to synthesize it. The reactants are: [CH2:1]([C:5]1[N:9]([CH2:10][C:11]2[CH:16]=[CH:15][C:14]([C:17]3[CH:22]=[CH:21][CH:20]=[CH:19][C:18]=3[C:23]3[N:24]=[N:25][NH:26][N:27]=3)=[CH:13][CH:12]=2)[C:8]([CH2:28][OH:29])=[C:7]([Cl:30])[N:6]=1)[CH2:2][CH2:3][CH3:4].[OH-].[K+:32].